From a dataset of Full USPTO retrosynthesis dataset with 1.9M reactions from patents (1976-2016). Predict the reactants needed to synthesize the given product. (1) Given the product [NH:1]1[C:9]2[C:4](=[CH:5][CH:6]=[CH:7][CH:8]=2)[CH:3]=[C:2]1[C:10]1[CH:11]=[CH:12][C:13]2[N:14]([C:16](/[CH:19]=[N:50]/[N:49]([CH3:48])[S:59]([C:53]3[CH:54]=[C:55]([F:58])[CH:56]=[CH:57][C:52]=3[CH3:51])(=[O:60])=[O:61])=[CH:17][N:18]=2)[CH:15]=1, predict the reactants needed to synthesize it. The reactants are: [NH:1]1[C:9]2[C:4](=[CH:5][CH:6]=[CH:7][CH:8]=2)[CH:3]=[C:2]1[C:10]1[CH:11]=[CH:12][C:13]2[N:14]([C:16]([CH:19]=O)=[CH:17][N:18]=2)[CH:15]=1.C(C1N2C=C(C3N(C(OC(C)(C)C)=O)C4C(C=3)=CC=CC=4)C=CC2=NC=1)=O.[CH3:48][NH:49][NH2:50].[CH3:51][C:52]1[CH:57]=[CH:56][C:55]([F:58])=[CH:54][C:53]=1[S:59](Cl)(=[O:61])=[O:60]. (2) The reactants are: [CH:1]([C@@H:3]1[CH2:8][CH2:7][CH2:6][N:5]([C:9]([O:11][C:12]([CH3:15])([CH3:14])[CH3:13])=[O:10])[CH2:4]1)=O.[N+](=[C:18](P(=O)(OC)OC)C(=O)C)=[N-].C([O-])([O-])=O.[K+].[K+]. Given the product [C:1]([C@@H:3]1[CH2:8][CH2:7][CH2:6][N:5]([C:9]([O:11][C:12]([CH3:15])([CH3:14])[CH3:13])=[O:10])[CH2:4]1)#[CH:18], predict the reactants needed to synthesize it. (3) Given the product [CH:1]1([C:4]2[CH:9]=[C:8]([O:10][CH3:11])[C:7]([F:12])=[CH:6][C:5]=2[C:23]2[N:28]=[CH:27][C:26]3[CH:29]=[N:30][N:31]([CH:32]4[CH2:37][CH2:36][CH2:35][CH2:34][O:33]4)[C:25]=3[CH:24]=2)[CH2:2][CH2:3]1, predict the reactants needed to synthesize it. The reactants are: [CH:1]1([C:4]2[CH:9]=[C:8]([O:10][CH3:11])[C:7]([F:12])=[CH:6][C:5]=2B2OC(C)(C)C(C)(C)O2)[CH2:3][CH2:2]1.Cl[C:23]1[N:28]=[CH:27][C:26]2[CH:29]=[N:30][N:31]([CH:32]3[CH2:37][CH2:36][CH2:35][CH2:34][O:33]3)[C:25]=2[CH:24]=1. (4) Given the product [CH2:1]([O:3][C:4]([CH:6]1[CH2:11][CH:10]([C:12]([OH:14])=[O:13])[CH2:9][N:8]([C:17]([O:19][C:20]([CH3:21])([CH3:23])[CH3:22])=[O:18])[CH2:7]1)=[O:5])[CH3:2], predict the reactants needed to synthesize it. The reactants are: [CH2:1]([O:3][C:4]([CH:6]1[CH2:11][CH:10]([C:12]([O:14]CC)=[O:13])[CH2:9][N:8]([C:17]([O:19][C:20]([CH3:23])([CH3:22])[CH3:21])=[O:18])[CH2:7]1)=[O:5])[CH3:2].Cl. (5) Given the product [Cl:1][C:2]1[C:3]([CH3:22])=[C:4]([N:10]([CH2:33][CH:32]=[CH2:31])[S:11](/[CH:14]=[CH:15]/[C:16]2[CH:17]=[CH:18][CH:19]=[CH:20][CH:21]=2)(=[O:13])=[O:12])[CH:5]=[CH:6][C:7]=1[C:8]#[N:9], predict the reactants needed to synthesize it. The reactants are: [Cl:1][C:2]1[C:3]([CH3:22])=[C:4]([NH:10][S:11](/[CH:14]=[CH:15]/[C:16]2[CH:21]=[CH:20][CH:19]=[CH:18][CH:17]=2)(=[O:13])=[O:12])[CH:5]=[CH:6][C:7]=1[C:8]#[N:9].C([O-])([O-])=O.[K+].[K+].[Na+].[I-].[CH2:31](Br)[CH:32]=[CH2:33]. (6) Given the product [CH3:1][N:2]([CH3:11])[C:3]1[CH:10]=[CH:9][C:6]([CH2:7][NH:16][C:15]2[CH:17]=[CH:18][C:19]([CH3:20])=[C:13]([CH3:12])[CH:14]=2)=[CH:5][CH:4]=1, predict the reactants needed to synthesize it. The reactants are: [CH3:1][N:2]([CH3:11])[C:3]1[CH:10]=[CH:9][C:6]([CH:7]=O)=[CH:5][CH:4]=1.[CH3:12][C:13]1[CH:14]=[C:15]([CH:17]=[CH:18][C:19]=1[CH3:20])[NH2:16].